This data is from Reaction yield outcomes from USPTO patents with 853,638 reactions. The task is: Predict the reaction yield, written as a fraction of the theoretical maximum amount of product (1.0 means a 100% yield; for example, 0.34 means a 34% yield). (1) The reactants are [CH:1]1([CH:4]([C:6]2[C:7]([Cl:13])=[N:8][CH:9]=[N:10][C:11]=2[Cl:12])[OH:5])[CH2:3][CH2:2]1. The catalyst is CC(C)=O.[O-2].[Cr+6].[O-2].[O-2]. The product is [CH:1]1([C:4]([C:6]2[C:7]([Cl:13])=[N:8][CH:9]=[N:10][C:11]=2[Cl:12])=[O:5])[CH2:2][CH2:3]1. The yield is 0.960. (2) The reactants are [CH2:1]([O:3][C:4]1[CH:5]=[C:6]2[C:11](=[CH:12][CH:13]=1)[CH:10]=[C:9]([C:14]1[C:22]3[C:17](=[CH:18][CH:19]=[C:20]([C:23]#[N:24])[CH:21]=3)[NH:16][N:15]=1)[CH:8]=[CH:7]2)[CH3:2].[OH-:25].[Na+].OO.Cl. The catalyst is O.C(O)C. The product is [CH2:1]([O:3][C:4]1[CH:5]=[C:6]2[C:11](=[CH:12][CH:13]=1)[CH:10]=[C:9]([C:14]1[C:22]3[C:17](=[CH:18][CH:19]=[C:20]([C:23]([NH2:24])=[O:25])[CH:21]=3)[NH:16][N:15]=1)[CH:8]=[CH:7]2)[CH3:2]. The yield is 0.940.